From a dataset of Reaction yield outcomes from USPTO patents with 853,638 reactions. Predict the reaction yield, written as a fraction of the theoretical maximum amount of product (1.0 means a 100% yield; for example, 0.34 means a 34% yield). (1) The yield is 0.899. The reactants are [CH3:1][Si]([N-][Si](C)(C)C)(C)C.[Li+].C[C:12](P(OC)(O)=O)([C:14]([O-:16])=[O:15])C.[CH2:22]([C:26]1[CH:31]=[CH:30][C:29]([C:32](=O)[CH3:33])=[CH:28][CH:27]=1)[CH:23]([CH3:25])[CH3:24]. The product is [CH3:1][O:16][C:14](=[O:15])[CH:12]=[C:32]([C:29]1[CH:30]=[CH:31][C:26]([CH2:22][CH:23]([CH3:25])[CH3:24])=[CH:27][CH:28]=1)[CH3:33]. The catalyst is C1COCC1.[NH4+].[Cl-]. (2) The reactants are [Cl:1][C:2]1[N:11]=[C:10](Cl)[C:9]2[C:4](=[CH:5][CH:6]=[C:7]([CH3:13])[CH:8]=2)[N:3]=1.[CH3:14][NH:15][CH3:16]. The catalyst is C(Cl)Cl. The product is [Cl:1][C:2]1[N:11]=[C:10]([N:15]([CH3:16])[CH3:14])[C:9]2[C:4](=[CH:5][CH:6]=[C:7]([CH3:13])[CH:8]=2)[N:3]=1. The yield is 0.920.